This data is from Peptide-MHC class I binding affinity with 185,985 pairs from IEDB/IMGT. The task is: Regression. Given a peptide amino acid sequence and an MHC pseudo amino acid sequence, predict their binding affinity value. This is MHC class I binding data. (1) The peptide sequence is FAEGVIAFL. The MHC is HLA-B39:01 with pseudo-sequence HLA-B39:01. The binding affinity (normalized) is 0.419. (2) The peptide sequence is DPKKTGGPI. The MHC is HLA-B35:01 with pseudo-sequence HLA-B35:01. The binding affinity (normalized) is 0.0847. (3) The peptide sequence is CNIAGWLL. The MHC is H-2-Kb with pseudo-sequence H-2-Kb. The binding affinity (normalized) is 0.118. (4) The peptide sequence is MLKLRQARL. The MHC is HLA-B44:02 with pseudo-sequence HLA-B44:02. The binding affinity (normalized) is 0.0847. (5) The peptide sequence is IMETIDPVY. The MHC is HLA-A33:01 with pseudo-sequence HLA-A33:01. The binding affinity (normalized) is 0. (6) The peptide sequence is IPFDDIVRTM. The MHC is HLA-B35:01 with pseudo-sequence HLA-B35:01. The binding affinity (normalized) is 0.514. (7) The peptide sequence is FFPSDYFPSV. The MHC is HLA-A02:07 with pseudo-sequence HLA-A02:07. The binding affinity (normalized) is 0.280. (8) The peptide sequence is TRTSPNIPK. The MHC is HLA-A02:03 with pseudo-sequence HLA-A02:03. The binding affinity (normalized) is 0.0847. (9) The peptide sequence is GILVALSAVI. The MHC is H-2-Dd with pseudo-sequence H-2-Dd. The binding affinity (normalized) is 0.00821.